This data is from Reaction yield outcomes from USPTO patents with 853,638 reactions. The task is: Predict the reaction yield, written as a fraction of the theoretical maximum amount of product (1.0 means a 100% yield; for example, 0.34 means a 34% yield). (1) The reactants are [Cl:1][C:2]1[N:6](CC2C=CC(OC)=CC=2)[N:5]=[N:4][C:3]=1[C:16]1[CH:21]=[CH:20][N:19]=[C:18]([C:22]2[N:23]=[CH:24][N:25]([CH3:39])[C:26]=2[C:27]2[CH:32]=[CH:31][C:30]([F:33])=[CH:29][C:28]=2[O:34][CH2:35][CH:36]2[CH2:38][CH2:37]2)[CH:17]=1. The catalyst is C(O)(C(F)(F)F)=O. The product is [Cl:1][C:2]1[NH:6][N:5]=[N:4][C:3]=1[C:16]1[CH:21]=[CH:20][N:19]=[C:18]([C:22]2[N:23]=[CH:24][N:25]([CH3:39])[C:26]=2[C:27]2[CH:32]=[CH:31][C:30]([F:33])=[CH:29][C:28]=2[O:34][CH2:35][CH:36]2[CH2:37][CH2:38]2)[CH:17]=1. The yield is 0.0700. (2) The reactants are [C:1]12([NH2:11])[CH2:10][CH:5]3[CH2:6][CH:7]([CH2:9][CH:3]([CH2:4]3)[CH2:2]1)[CH2:8]2.I[CH2:13][CH2:14][OH:15]. The catalyst is C(#N)C1C=CC=CC=1. The product is [C:1]12([NH:11][CH2:13][CH2:14][OH:15])[CH2:8][CH:7]3[CH2:6][CH:5]([CH2:4][CH:3]([CH2:9]3)[CH2:2]1)[CH2:10]2. The yield is 0.800. (3) The reactants are [OH:1][CH2:2][C:3]1[CH:8]=[CH:7][C:6]([S:9][C:10]2[CH:11]=[N:12][CH:13]=[C:14]([CH:17]=2)[C:15]#[N:16])=[CH:5][CH:4]=1.[OH:18][C:19]1[C:24]([CH3:25])=[C:23](O)[CH:22]=[CH:21][C:20]=1[C:27](=[O:29])[CH3:28]. No catalyst specified. The product is [C:27]([C:20]1[CH:21]=[CH:22][C:23]([O:1][CH2:2][C:3]2[CH:4]=[CH:5][C:6]([S:9][C:10]3[CH:11]=[N:12][CH:13]=[C:14]([CH:17]=3)[C:15]#[N:16])=[CH:7][CH:8]=2)=[C:24]([CH3:25])[C:19]=1[OH:18])(=[O:29])[CH3:28]. The yield is 0.410.